From a dataset of Catalyst prediction with 721,799 reactions and 888 catalyst types from USPTO. Predict which catalyst facilitates the given reaction. (1) Reactant: [F:1][C:2]([F:13])([F:12])[C:3]([C:6]1[O:10][N:9]=[C:8]([NH2:11])[CH:7]=1)([CH3:5])[CH3:4].C(=O)([O-])[O-].[K+].[K+].Cl[C:21]([O:23][C:24]1[CH:29]=[CH:28][C:27]([Cl:30])=[CH:26][CH:25]=1)=[O:22]. Product: [F:13][C:2]([F:1])([F:12])[C:3]([C:6]1[O:10][N:9]=[C:8]([NH:11][C:21](=[O:22])[O:23][C:24]2[CH:29]=[CH:28][C:27]([Cl:30])=[CH:26][CH:25]=2)[CH:7]=1)([CH3:5])[CH3:4]. The catalyst class is: 1. (2) Reactant: CC(OI1(OC(C)=O)(OC(C)=O)OC(=O)C2C=CC=CC1=2)=O.[C:23]([O:27][C:28]([N:30]1[CH2:35][CH2:34][CH:33]([CH2:36][CH:37]([OH:47])[C:38]2[O:39][C:40]3[CH:45]=[CH:44][N:43]=[CH:42][C:41]=3[N:46]=2)[CH2:32][CH2:31]1)=[O:29])([CH3:26])([CH3:25])[CH3:24]. Product: [C:23]([O:27][C:28]([N:30]1[CH2:31][CH2:32][CH:33]([CH2:36][C:37]([C:38]2[O:39][C:40]3[CH:45]=[CH:44][N:43]=[CH:42][C:41]=3[N:46]=2)=[O:47])[CH2:34][CH2:35]1)=[O:29])([CH3:26])([CH3:24])[CH3:25]. The catalyst class is: 2. (3) Reactant: Cl[C:2]1[N:7]=[C:6]([CH3:8])[N:5]=[C:4]([NH2:9])[CH:3]=1.[N:10]1([CH2:16][CH2:17][OH:18])[CH2:15][CH2:14][NH:13][CH2:12][CH2:11]1.CCN(C(C)C)C(C)C. Product: [NH2:9][C:4]1[N:5]=[C:6]([CH3:8])[N:7]=[C:2]([N:13]2[CH2:14][CH2:15][N:10]([CH2:16][CH2:17][OH:18])[CH2:11][CH2:12]2)[CH:3]=1. The catalyst class is: 12. (4) Reactant: [F:1][C:2]([F:34])([F:33])[C:3]1[CH:4]=[C:5]([C@H:13]([O:15][C@H:16]2[CH2:21][CH2:20][C@H:19]([CH2:22][OH:23])[C@@H:18]([CH2:24][OH:25])[C@@H:17]2[C:26]2[CH:31]=[CH:30][C:29]([F:32])=[CH:28][CH:27]=2)[CH3:14])[CH:6]=[C:7]([C:9]([F:12])([F:11])[F:10])[CH:8]=1.[CH3:35][S:36](Cl)(=[O:38])=[O:37]. Product: [CH3:35][S:36]([O:23][CH2:22][C@H:19]1[CH2:20][CH2:21][C@H:16]([O:15][C@@H:13]([C:5]2[CH:4]=[C:3]([C:2]([F:1])([F:33])[F:34])[CH:8]=[C:7]([C:9]([F:10])([F:11])[F:12])[CH:6]=2)[CH3:14])[C@@H:17]([C:26]2[CH:27]=[CH:28][C:29]([F:32])=[CH:30][CH:31]=2)[C@@H:18]1[CH2:24][O:25][S:36]([CH3:35])(=[O:38])=[O:37])(=[O:38])=[O:37]. The catalyst class is: 64. (5) Reactant: [Br:1][C:2]1[CH:8]=[CH:7][C:5]([NH2:6])=[CH:4][CH:3]=1.[CH3:9][S:10](Cl)(=[O:12])=[O:11]. Product: [Br:1][C:2]1[CH:8]=[CH:7][C:5]([NH:6][S:10]([CH3:9])(=[O:12])=[O:11])=[CH:4][CH:3]=1. The catalyst class is: 272. (6) Reactant: C([Li])CCC.CCCCCC.[I-].[Cl:13][C:14]1[CH:19]=[CH:18][C:17]([C:20]2[S:21][C:22]([CH2:26][P+](C3C=CC=CC=3)(C3C=CC=CC=3)C3C=CC=CC=3)=[C:23]([CH3:25])[N:24]=2)=[CH:16][CH:15]=1.[CH2:46]([O:53][C:54]([N:56]1[CH2:61][CH2:60][CH2:59][CH:58]([CH:62]=O)[CH2:57]1)=[O:55])[C:47]1[CH:52]=[CH:51][CH:50]=[CH:49][CH:48]=1. Product: [CH2:46]([O:53][C:54]([N:56]1[CH2:61][CH2:60][CH2:59][CH:58]([CH:62]=[CH:26][C:22]2[S:21][C:20]([C:17]3[CH:16]=[CH:15][C:14]([Cl:13])=[CH:19][CH:18]=3)=[N:24][C:23]=2[CH3:25])[CH2:57]1)=[O:55])[C:47]1[CH:48]=[CH:49][CH:50]=[CH:51][CH:52]=1. The catalyst class is: 30.